This data is from Catalyst prediction with 721,799 reactions and 888 catalyst types from USPTO. The task is: Predict which catalyst facilitates the given reaction. (1) Reactant: Cl[CH2:2][C:3]1[O:7][C:6]([C:8]([O:10][CH3:11])=[O:9])=[N:5][C:4]=1[CH3:12].[N-:13]=[N+]=[N-].[Na+].C(OCC)(=O)C.O. Product: [NH2:13][CH2:2][C:3]1[O:7][C:6]([C:8]([O:10][CH3:11])=[O:9])=[N:5][C:4]=1[CH3:12]. The catalyst class is: 9. (2) Reactant: C(C1C=C(C)C=C(C(C)(C)C)C=1O)(C)(C)C.CN(CCCN1CN(CCCN(C)C)CN(CCCN(C)C)C1)C.[CH3:41][S:42][C:43]1[CH:48]=[CH:47][C:46]([N:49]=[C:50]=[O:51])=[CH:45][CH:44]=1.[C:52]([O:56][CH2:57][CH2:58][OH:59])(=[O:55])[CH:53]=[CH2:54].[N-]=C=O. Product: [C:52]([O:56][CH2:57][CH2:58][O:59][C:50](=[O:51])[NH:49][C:46]1[CH:47]=[CH:48][C:43]([S:42][CH3:41])=[CH:44][CH:45]=1)(=[O:55])[CH:53]=[CH2:54]. The catalyst class is: 13.